From a dataset of Catalyst prediction with 721,799 reactions and 888 catalyst types from USPTO. Predict which catalyst facilitates the given reaction. (1) Reactant: [CH2:1]([CH:8]1[CH2:13][CH2:12][N:11]([C:14](=[O:18])[C:15]([OH:17])=O)[CH2:10][CH2:9]1)[C:2]1[CH:7]=[CH:6][CH:5]=[CH:4][CH:3]=1.[NH2:19][C:20]1[CH:25]=[CH:24][CH:23]=[CH:22][C:21]=1[OH:26]. Product: [CH2:1]([CH:8]1[CH2:9][CH2:10][N:11]([C:14](=[O:18])[C:15]([NH:19][C:20]2[CH:25]=[CH:24][CH:23]=[CH:22][C:21]=2[OH:26])=[O:17])[CH2:12][CH2:13]1)[C:2]1[CH:3]=[CH:4][CH:5]=[CH:6][CH:7]=1. The catalyst class is: 81. (2) Reactant: [C:1]12([NH:11][C:12](=[O:27])[NH:13][CH:14]3[CH2:19][CH2:18][CH2:17][N:16](C(OC(C)(C)C)=O)[CH2:15]3)[CH2:10][CH:5]3[CH2:6][CH:7]([CH2:9][CH:3]([CH2:4]3)[CH2:2]1)[CH2:8]2.Cl.[CH3:29][S:30](Cl)(=[O:32])=[O:31].C(N(CC)CC)C. Product: [C:1]12([NH:11][C:12]([NH:13][CH:14]3[CH2:19][CH2:18][CH2:17][N:16]([S:30]([CH3:29])(=[O:32])=[O:31])[CH2:15]3)=[O:27])[CH2:10][CH:5]3[CH2:6][CH:7]([CH2:9][CH:3]([CH2:4]3)[CH2:2]1)[CH2:8]2. The catalyst class is: 71. (3) Reactant: [C:1]([O:5][C:6](=[O:24])[N:7](C)[CH:8]1CCN(C2C=CC([N+]([O-])=O)=CN=2)CC1)([CH3:4])([CH3:3])[CH3:2].[H][H]. Product: [C:1]([O:5][C:6](=[O:24])[NH:7][CH3:8])([CH3:4])([CH3:3])[CH3:2]. The catalyst class is: 78. (4) Reactant: [F:1][C:2]1[CH:3]=[C:4]([CH:13]([NH:17][C:18]([N:20]2[CH2:25][C:24](=[O:26])[N:23](COCC[Si](C)(C)C)[C:22]3[CH:35]=[C:36]([O:39][CH3:40])[CH:37]=[N:38][C:21]2=3)=[O:19])[CH2:14][O:15][CH3:16])[CH:5]=[CH:6][C:7]=1[O:8][C:9]([F:12])([F:11])[F:10].FC(F)(F)C(O)=O. Product: [F:1][C:2]1[CH:3]=[C:4]([CH:13]([NH:17][C:18]([N:20]2[CH2:25][C:24](=[O:26])[NH:23][C:22]3[CH:35]=[C:36]([O:39][CH3:40])[CH:37]=[N:38][C:21]2=3)=[O:19])[CH2:14][O:15][CH3:16])[CH:5]=[CH:6][C:7]=1[O:8][C:9]([F:10])([F:11])[F:12]. The catalyst class is: 6.